Dataset: Reaction yield outcomes from USPTO patents with 853,638 reactions. Task: Predict the reaction yield, written as a fraction of the theoretical maximum amount of product (1.0 means a 100% yield; for example, 0.34 means a 34% yield). (1) The reactants are C(O[C:9](=O)[N:10](CC=C)[CH2:11][CH:12](OC)OC)C1C=CC=CC=1.C([O:28][C:29](=[O:37])[NH:30][CH2:31][CH:32](OC)OC)C1C=CC=CC=1.[OH-].[K+].[CH2:40](Br)[CH:41]=[CH2:42].[C:44]1(C)C=CC=CC=1. The catalyst is [Cl-].C([N+](CC)(CC)CC1C=CC=CC=1)C.O. The product is [C:41]([O:28][C:29]([N:30]1[CH2:31][CH:32]2[CH:12]1[CH2:11][NH:10][CH2:9]2)=[O:37])([CH3:42])([CH3:44])[CH3:40]. The yield is 0.980. (2) The reactants are [C:1]([C:4]1[C:8]([O:9][CH3:10])=[C:7]([C:11]2[CH:16]=[CH:15][C:14]([Cl:17])=[CH:13][CH:12]=2)[N:6]([C:18]2[CH:23]=[CH:22][CH:21]=[CH:20][C:19]=2[Cl:24])[N:5]=1)(O)=[O:2].[NH2:25][N:26]1[CH2:31][CH2:30][O:29][CH2:28][CH2:27]1.O.ON1C2C=CC=CC=2N=N1.C(=O)([O-])O.[Na+]. The catalyst is C(Cl)Cl.O. The product is [Cl:24][C:19]1[CH:20]=[CH:21][CH:22]=[CH:23][C:18]=1[N:6]1[C:7]([C:11]2[CH:12]=[CH:13][C:14]([Cl:17])=[CH:15][CH:16]=2)=[C:8]([O:9][CH3:10])[C:4]([C:1](=[O:2])[NH:25][N:26]2[CH2:31][CH2:30][O:29][CH2:28][CH2:27]2)=[N:5]1. The yield is 0.810. (3) The reactants are Cl[S:2]([N:5]=[C:6]=[O:7])(=[O:4])=[O:3].[C:8]([OH:12])([CH3:11])([CH3:10])[CH3:9].Cl.[CH2:14]([O:16][C:17](=[O:20])[CH2:18][NH2:19])[CH3:15].C(N(CC)CC)C. The catalyst is ClCCl. The product is [C:8]([O:12][C:6]([NH:5][S:2]([NH:19][CH2:18][C:17]([O:16][CH2:14][CH3:15])=[O:20])(=[O:4])=[O:3])=[O:7])([CH3:11])([CH3:10])[CH3:9]. The yield is 0.814. (4) The reactants are [CH:1]([C:3]1[C:4]([OH:13])=[N:5][C:6]2[C:11]([CH:12]=1)=[CH:10][CH:9]=[CH:8][CH:7]=2)=O.Cl.[NH:15]1[CH2:20][CH2:19][C:18]2([C:28]3[C:23](=[CH:24][CH:25]=[CH:26][CH:27]=3)[CH2:22][CH2:21]2)[CH2:17][CH2:16]1.C(O)(=O)C.C(O[BH-](OC(=O)C)OC(=O)C)(=O)C.[Na+]. No catalyst specified. The product is [O:13]=[C:4]1[C:3]([CH2:1][N:15]2[CH2:20][CH2:19][C:18]3([C:28]4[C:23](=[CH:24][CH:25]=[CH:26][CH:27]=4)[CH2:22][CH2:21]3)[CH2:17][CH2:16]2)=[CH:12][C:11]2[C:6](=[CH:7][CH:8]=[CH:9][CH:10]=2)[NH:5]1. The yield is 0.430. (5) The reactants are [H-].[Na+].[Cl:3][C:4]1[CH:12]=[C:11]([Cl:13])[CH:10]=[C:9]2[C:5]=1[CH:6]=[C:7]([C:14]([O:16][CH2:17][CH3:18])=[O:15])[NH:8]2.I[CH3:20]. The catalyst is CN(C=O)C. The product is [Cl:3][C:4]1[CH:12]=[C:11]([Cl:13])[CH:10]=[C:9]2[C:5]=1[CH:6]=[C:7]([C:14]([O:16][CH2:17][CH3:18])=[O:15])[N:8]2[CH3:20]. The yield is 0.970. (6) The reactants are [F:1][C:2]1[C:7]([F:8])=[CH:6][CH:5]=[C:4]([N+:9]([O-:11])=[O:10])[C:3]=1[OH:12].[CH2:13](Br)[C:14]1[CH:19]=[CH:18][CH:17]=[CH:16][CH:15]=1.C(=O)([O-])[O-].[K+].[K+]. The catalyst is CN(C)C=O. The product is [CH2:13]([O:12][C:3]1[C:2]([F:1])=[C:7]([F:8])[CH:6]=[CH:5][C:4]=1[N+:9]([O-:11])=[O:10])[C:14]1[CH:19]=[CH:18][CH:17]=[CH:16][CH:15]=1. The yield is 0.970. (7) The reactants are Br[C:2]1[C:10]2[C:6](=[N:7][N:8]([C:11]3[CH:16]=[CH:15][N:14]=[CH:13][CH:12]=3)[N:9]=2)[C:5]([Br:17])=[CH:4][CH:3]=1.[CH2:18]([C:24]1([CH2:43][CH2:44][CH2:45][CH2:46][CH2:47][CH3:48])[C:36]2[CH:35]=[C:34](B(O)O)[CH:33]=[CH:32][C:31]=2[C:30]2[C:25]1=[CH:26][C:27](B(O)O)=[CH:28][CH:29]=2)[CH2:19][CH2:20][CH2:21][CH2:22][CH3:23].C(=O)([O-])[O-].[Na+].[Na+].[Br:55][C:56]1[CH:61]=[CH:60][C:59](CCCC)=[CH:58][CH:57]=1. The catalyst is O.C1C=CC([P]([Pd]([P](C2C=CC=CC=2)(C2C=CC=CC=2)C2C=CC=CC=2)([P](C2C=CC=CC=2)(C2C=CC=CC=2)C2C=CC=CC=2)[P](C2C=CC=CC=2)(C2C=CC=CC=2)C2C=CC=CC=2)(C2C=CC=CC=2)C2C=CC=CC=2)=CC=1.C1(C)C=CC=CC=1.C(O)CCC. The product is [Br:17][C:5]1[C:6]2=[N:7][N:8]([C:11]3[CH:16]=[CH:15][N:14]=[CH:13][CH:12]=3)[N:9]=[C:10]2[C:2]([C:27]2[CH:28]=[CH:29][C:30]3[C:31]4[C:36](=[CH:35][C:34]([C:59]5[C:58]6[C:57](=[N:7][N:8]([C:11]7[CH:16]=[CH:15][N:14]=[CH:13][CH:12]=7)[N:9]=6)[C:56]([Br:55])=[CH:61][CH:60]=5)=[CH:33][CH:32]=4)[C:24]([CH2:18][CH2:19][CH2:20][CH2:21][CH2:22][CH3:23])([CH2:43][CH2:44][CH2:45][CH2:46][CH2:47][CH3:48])[C:25]=3[CH:26]=2)=[CH:3][CH:4]=1. The yield is 0.100. (8) The yield is 1.00. The reactants are [Cl:1][C:2]1[CH:10]=[C:9]([C:11]#[N:12])[CH:8]=[CH:7][C:3]=1[C:4]([OH:6])=O.CN(C(ON1N=NC2C=CC=CC1=2)=[N+](C)C)C.[B-](F)(F)(F)F.C(N(CC)C(C)C)(C)C.[C:44]([O:48][C:49]([NH:51][CH2:52][CH:53]1[CH2:57][CH2:56][CH2:55][NH:54]1)=[O:50])([CH3:47])([CH3:46])[CH3:45].ClCl. The product is [C:44]([O:48][C:49]([NH:51][CH2:52][CH:53]1[CH2:57][CH2:56][CH2:55][N:54]1[C:4]([C:3]1[CH:7]=[CH:8][C:9]([C:11]#[N:12])=[CH:10][C:2]=1[Cl:1])=[O:6])=[O:50])([CH3:47])([CH3:45])[CH3:46]. The catalyst is O1CCCC1.ClCCl.C(O)C. (9) The reactants are C[O:2][C:3](=[O:51])[CH2:4][C@H:5]([OH:50])[CH2:6][C@H:7]([OH:49])[CH2:8][CH2:9][C:10]1[N:11]([CH:46]([CH3:48])[CH3:47])[C:12]([C:29](=[O:45])[NH:30][C:31]2[CH:36]=[CH:35][C:34]([O:37][CH2:38][C:39]3[CH:44]=[CH:43][CH:42]=[CH:41][CH:40]=3)=[CH:33][CH:32]=2)=[C:13]([C:22]2[CH:27]=[CH:26][C:25]([F:28])=[CH:24][CH:23]=2)[C:14]=1[C:15]1[CH:20]=[CH:19][C:18]([F:21])=[CH:17][CH:16]=1.C(O)C.O.[OH-].[Na+:57]. The catalyst is CO.C(Cl)Cl. The product is [Na+:57].[CH2:38]([O:37][C:34]1[CH:33]=[CH:32][C:31]([NH:30][C:29]([C:12]2[N:11]([CH:46]([CH3:48])[CH3:47])[C:10]([CH2:9][CH2:8][CH:7]([OH:49])[CH2:6][CH:5]([OH:50])[CH2:4][C:3]([O-:51])=[O:2])=[C:14]([C:15]3[CH:16]=[CH:17][C:18]([F:21])=[CH:19][CH:20]=3)[C:13]=2[C:22]2[CH:23]=[CH:24][C:25]([F:28])=[CH:26][CH:27]=2)=[O:45])=[CH:36][CH:35]=1)[C:39]1[CH:40]=[CH:41][CH:42]=[CH:43][CH:44]=1. The yield is 0.990.